Dataset: Reaction yield outcomes from USPTO patents with 853,638 reactions. Task: Predict the reaction yield, written as a fraction of the theoretical maximum amount of product (1.0 means a 100% yield; for example, 0.34 means a 34% yield). (1) The reactants are C[O:2][C:3](=[O:22])[CH:4]([C:11]1[CH:16]=[CH:15][C:14](F)=[C:13]([C:18]([F:21])([F:20])[F:19])[CH:12]=1)[CH2:5][C@H:6]1[CH2:10][CH2:9][CH2:8][O:7]1.[CH3:23][S-:24].[Na+].[OH-].[Li+]. The catalyst is CN(C)C=O. The product is [CH3:23][S:24][C:14]1[CH:15]=[CH:16][C:11]([CH:4]([CH2:5][C@H:6]2[CH2:10][CH2:9][CH2:8][O:7]2)[C:3]([OH:2])=[O:22])=[CH:12][C:13]=1[C:18]([F:21])([F:20])[F:19]. The yield is 0.830. (2) The catalyst is C1COCC1. The reactants are [Br:1][C:2]1[CH:7]=[CH:6][C:5]([NH2:8])=[C:4]([F:9])[CH:3]=1.C[Si]([N-][Si](C)(C)C)(C)C.[Li+].Cl[C:21]1[N:22]([CH3:33])[C:23](=[O:32])[C:24]([CH3:31])=[CH:25][C:26]=1[C:27]([O:29][CH3:30])=[O:28]. The product is [Br:1][C:2]1[CH:7]=[CH:6][C:5]([NH:8][C:21]2[N:22]([CH3:33])[C:23](=[O:32])[C:24]([CH3:31])=[CH:25][C:26]=2[C:27]([O:29][CH3:30])=[O:28])=[C:4]([F:9])[CH:3]=1. The yield is 0.840. (3) The reactants are C([O:8][C:9]1[CH:10]=[C:11]2[C:16](=[CH:17][CH:18]=1)[C:15](=[O:19])[N:14]([CH2:20][CH:21]([CH3:23])[CH3:22])[C:13]([CH2:24][NH:25][C:26](=[O:32])[O:27][C:28]([CH3:31])([CH3:30])[CH3:29])=[C:12]2[C:33]1[CH:38]=[CH:37][C:36]([Cl:39])=[CH:35][CH:34]=1)C1C=CC=CC=1.Br.[OH-].[Na+].C(OC(OC(C)(C)C)=O)(OC(C)(C)C)=O. The catalyst is O. The product is [Cl:39][C:36]1[CH:35]=[CH:34][C:33]([C:12]2[C:11]3[C:16](=[CH:17][CH:18]=[C:9]([OH:8])[CH:10]=3)[C:15](=[O:19])[N:14]([CH2:20][CH:21]([CH3:23])[CH3:22])[C:13]=2[CH2:24][NH:25][C:26](=[O:32])[O:27][C:28]([CH3:29])([CH3:31])[CH3:30])=[CH:38][CH:37]=1. The yield is 0.711. (4) The catalyst is O. The yield is 0.910. The reactants are [Cl:1][C:2]1[N:3]=[N:4][C:5]([NH:22][NH2:23])=[C:6]([C:15]2[CH:20]=[CH:19][C:18]([Cl:21])=[CH:17][CH:16]=2)[C:7]=1[C:8]1[CH:13]=[CH:12][C:11]([Cl:14])=[CH:10][CH:9]=1.[CH:24](O)=O. The product is [Cl:1][C:2]1[C:7]([C:8]2[CH:9]=[CH:10][C:11]([Cl:14])=[CH:12][CH:13]=2)=[C:6]([C:15]2[CH:20]=[CH:19][C:18]([Cl:21])=[CH:17][CH:16]=2)[C:5]2[N:4]([CH:24]=[N:23][N:22]=2)[N:3]=1. (5) The reactants are [OH:1][C:2]([C:19]1[S:20][CH:21]=[CH:22][CH:23]=1)([C:14]1[S:15][CH:16]=[CH:17][CH:18]=1)[C:3]([O:5][C@H:6]1[CH2:11][CH2:10][C@H:9]([NH:12][CH3:13])[CH2:8][CH2:7]1)=[O:4].[Br:24][CH2:25][CH2:26][CH2:27][CH2:28][CH2:29][CH2:30][CH2:31][CH2:32][CH2:33]Br.C(N(CC)CC)C. No catalyst specified. The product is [OH:1][C:2]([C:14]1[S:15][CH:16]=[CH:17][CH:18]=1)([C:19]1[S:20][CH:21]=[CH:22][CH:23]=1)[C:3]([O:5][C@H:6]1[CH2:7][CH2:8][C@H:9]([N:12]([CH2:33][CH2:32][CH2:31][CH2:30][CH2:29][CH2:28][CH2:27][CH2:26][CH2:25][Br:24])[CH3:13])[CH2:10][CH2:11]1)=[O:4]. The yield is 0.550. (6) The yield is 0.940. The reactants are [NH2:1][C@@H:2]1[C:10]2[C:5](=[CH:6][CH:7]=[CH:8][CH:9]=2)[CH2:4][CH2:3]1.[C:11]([O:15][C:16](O[C:16]([O:15][C:11]([CH3:14])([CH3:13])[CH3:12])=[O:17])=[O:17])([CH3:14])([CH3:13])[CH3:12]. The product is [C@@H:2]1([NH:1][C:16](=[O:17])[O:15][C:11]([CH3:14])([CH3:13])[CH3:12])[C:10]2[C:5](=[CH:6][CH:7]=[CH:8][CH:9]=2)[CH2:4][CH2:3]1. The catalyst is C1COCC1.